From a dataset of Forward reaction prediction with 1.9M reactions from USPTO patents (1976-2016). Predict the product of the given reaction. The product is: [CH2:17]([N:3]([CH2:1][CH3:2])[C:4](=[O:16])[C:5]1[CH:10]=[CH:9][CH:8]=[CH:7][C:6]=1[N:11]([CH3:19])[C:12]([CH3:13])([CH3:15])[CH3:14])[CH3:18]. Given the reactants [CH2:1]([N:3]([CH2:17][CH3:18])[C:4](=[O:16])[C:5]1[CH:10]=[CH:9][CH:8]=[CH:7][C:6]=1[NH:11][C:12]([CH3:15])([CH3:14])[CH3:13])[CH3:2].[C:19](=O)([O-])[O-].[K+].[K+].CI, predict the reaction product.